This data is from Catalyst prediction with 721,799 reactions and 888 catalyst types from USPTO. The task is: Predict which catalyst facilitates the given reaction. (1) Reactant: [CH:1]([C:4]1[CH:5]=[C:6]([CH:20]=[CH:21][CH:22]=1)[CH2:7][N:8]1[CH:13]=[CH:12][CH:11]=[C:10]([C:14]([O:16]CC)=[O:15])[C:9]1=[O:19])([CH3:3])[CH3:2]. Product: [CH:1]([C:4]1[CH:5]=[C:6]([CH:20]=[CH:21][CH:22]=1)[CH2:7][N:8]1[CH:13]=[CH:12][CH:11]=[C:10]([C:14]([OH:16])=[O:15])[C:9]1=[O:19])([CH3:3])[CH3:2]. The catalyst class is: 562. (2) Reactant: Br[C:2]1[CH:7]=[CH:6][CH:5]=[C:4]([CH2:8][CH2:9][CH2:10][CH3:11])[CH:3]=1.[B:12]1([B:12]2[O:16][C:15]([CH3:18])([CH3:17])[C:14]([CH3:20])([CH3:19])[O:13]2)[O:16][C:15]([CH3:18])([CH3:17])[C:14]([CH3:20])([CH3:19])[O:13]1.C([O-])(=O)C.[K+]. Product: [CH2:8]([C:4]1[CH:3]=[C:2]([B:12]2[O:16][C:15]([CH3:18])([CH3:17])[C:14]([CH3:20])([CH3:19])[O:13]2)[CH:7]=[CH:6][CH:5]=1)[CH2:9][CH2:10][CH3:11]. The catalyst class is: 75. (3) Reactant: C(OC([N:8]1[CH2:12][CH2:11][CH2:10][C@H:9]1[CH2:13][NH:14][C:15]1[N:20]=[C:19]([C:21](OCC)=[O:22])[C:18]([N+:26]([O-])=O)=[C:17]([NH:29][C:30]2[CH:35]=[CH:34][CH:33]=[CH:32][C:31]=2[O:36][CH3:37])[N:16]=1)=O)(C)(C)C.ClC1N=C([C:45](OCC)=[O:46])C([N+]([O-])=O)=C(NC2C=CC=CC=2OC)N=1.C([N:69]1CCCC1CN)(OC(C)(C)C)=O.C(N(C(C)C)CC)(C)C. Product: [CH3:37][O:36][C:31]1[CH:32]=[CH:33][CH:34]=[CH:35][C:30]=1[N:29]1[C:45](=[O:46])[NH:26][C:18]2[C:17]1=[N:16][C:15]([NH:14][CH2:13][C@@H:9]1[CH2:10][CH2:11][CH2:12][NH:8]1)=[N:20][C:19]=2[C:21]([NH2:69])=[O:22]. The catalyst class is: 9.